Dataset: NCI-60 drug combinations with 297,098 pairs across 59 cell lines. Task: Regression. Given two drug SMILES strings and cell line genomic features, predict the synergy score measuring deviation from expected non-interaction effect. (1) Drug 1: C1=C(C(=O)NC(=O)N1)F. Drug 2: CCC1(CC2CC(C3=C(CCN(C2)C1)C4=CC=CC=C4N3)(C5=C(C=C6C(=C5)C78CCN9C7C(C=CC9)(C(C(C8N6C)(C(=O)OC)O)OC(=O)C)CC)OC)C(=O)OC)O.OS(=O)(=O)O. Cell line: NCI-H460. Synergy scores: CSS=54.9, Synergy_ZIP=-6.74, Synergy_Bliss=-10.4, Synergy_Loewe=-8.90, Synergy_HSA=-8.21. (2) Drug 1: CC12CCC(CC1=CCC3C2CCC4(C3CC=C4C5=CN=CC=C5)C)O. Drug 2: N.N.Cl[Pt+2]Cl. Cell line: EKVX. Synergy scores: CSS=0.712, Synergy_ZIP=0.677, Synergy_Bliss=3.03, Synergy_Loewe=0.0869, Synergy_HSA=0.584. (3) Drug 1: CC1=CC=C(C=C1)C2=CC(=NN2C3=CC=C(C=C3)S(=O)(=O)N)C(F)(F)F. Drug 2: CC(C)CN1C=NC2=C1C3=CC=CC=C3N=C2N. Cell line: UACC-257. Synergy scores: CSS=1.32, Synergy_ZIP=1.10, Synergy_Bliss=2.56, Synergy_Loewe=0.996, Synergy_HSA=0.449.